Dataset: Full USPTO retrosynthesis dataset with 1.9M reactions from patents (1976-2016). Task: Predict the reactants needed to synthesize the given product. Given the product [CH3:28][S:27][CH2:26][CH2:25][CH:24]1[NH:23][C:11]2([CH2:12][CH2:13][N:8]([C:6]([O:5][C:1]([CH3:4])([CH3:3])[CH3:2])=[O:7])[CH2:9][CH2:10]2)[NH:31][C:29]1=[O:30], predict the reactants needed to synthesize it. The reactants are: [C:1]([O:5][C:6]([N:8]1[CH2:13][CH2:12][CH2:11][CH2:10][C:9]1=O)=[O:7])([CH3:4])([CH3:3])[CH3:2].C(N(CC)CC)C.Cl.[NH2:23][C@H:24]([C:29]([NH2:31])=[O:30])[CH2:25][CH2:26][S:27][CH3:28].O.